Dataset: Full USPTO retrosynthesis dataset with 1.9M reactions from patents (1976-2016). Task: Predict the reactants needed to synthesize the given product. Given the product [OH:1][C@@H:2]([CH2:13][NH:14][S:15]([C:18]1[CH:23]=[CH:22][CH:21]=[CH:20][N:19]=1)(=[O:17])=[O:16])[C@@H:3]([NH:5][C:48](=[O:81])[O:49][C@H:50]([CH2:55][N:56]1[CH:60]=[CH:59][C:58]([C:61]2[CH:66]=[CH:65][C:64]([C:67]([F:70])([F:68])[F:69])=[CH:63][CH:62]=2)=[N:57]1)[C:51]([CH3:53])([CH3:54])[CH3:52])[CH3:4], predict the reactants needed to synthesize it. The reactants are: [OH:1][C@@H:2]([CH2:13][NH:14][S:15]([C:18]1[CH:23]=[CH:22][CH:21]=[CH:20][N:19]=1)(=[O:17])=[O:16])[C@@H:3]([NH:5]C(=O)OC(C)(C)C)[CH3:4].O[C@H](CNS(C1C=CC=CN=1)(=O)=O)[C@@H](NC(=O)OC(C)(C)C)C.Cl.[C:48](=[O:81])(OC1C=CC([N+]([O-])=O)=CC=1)[O:49][C@H:50]([CH2:55][N:56]1[CH:60]=[CH:59][C:58]([C:61]2[CH:66]=[CH:65][C:64]([C:67]([F:70])([F:69])[F:68])=[CH:63][CH:62]=2)=[N:57]1)[C:51]([CH3:54])([CH3:53])[CH3:52].C(N(C(C)C)CC)(C)C.C(=O)(O)[O-].[Na+].